This data is from Retrosynthesis with 50K atom-mapped reactions and 10 reaction types from USPTO. The task is: Predict the reactants needed to synthesize the given product. The reactants are: COc1ccc2c(c1C)[C@H]1CCCN[C@H]1C2.O=C(O)c1ccc2[nH]cnc2c1. Given the product COc1ccc2c(c1C)[C@H]1CCCN(C(=O)c3ccc4[nH]cnc4c3)[C@H]1C2, predict the reactants needed to synthesize it.